This data is from Catalyst prediction with 721,799 reactions and 888 catalyst types from USPTO. The task is: Predict which catalyst facilitates the given reaction. Reactant: [NH2:1][CH2:2][C:3]1[CH:4]=[C:5]2[C:10](=[CH:11][C:12]=1[C:13]([F:16])([F:15])[F:14])[NH:9][C:8](=[O:17])[N:7]([NH:18][S:19]([CH3:22])(=[O:21])=[O:20])[C:6]2=[O:23].CO[CH:26]1[CH2:30][CH2:29][CH:28](OC)O1. Product: [O:17]=[C:8]1[N:7]([NH:18][S:19]([CH3:22])(=[O:20])=[O:21])[C:6](=[O:23])[C:5]2[C:10](=[CH:11][C:12]([C:13]([F:15])([F:16])[F:14])=[C:3]([CH2:2][N:1]3[CH:26]=[CH:30][CH:29]=[CH:28]3)[CH:4]=2)[NH:9]1. The catalyst class is: 52.